From a dataset of Full USPTO retrosynthesis dataset with 1.9M reactions from patents (1976-2016). Predict the reactants needed to synthesize the given product. (1) Given the product [F:50][C:28]1[CH:29]=[C:30]([NH:33][C:34]([C:36]2[C:37](=[O:49])[N:38]([C:42]3[CH:43]=[CH:44][C:45]([F:48])=[CH:46][CH:47]=3)[CH:39]=[CH:40][CH:41]=2)=[O:35])[CH:31]=[CH:32][C:27]=1[O:26][C:20]1[C:19]2[C:24](=[CH:25][C:16]([OH:15])=[C:17]([O:51][CH3:52])[CH:18]=2)[N:23]=[CH:22][CH:21]=1, predict the reactants needed to synthesize it. The reactants are: FC(F)(F)C(O)=O.C([O:15][C:16]1[CH:25]=[C:24]2[C:19]([C:20]([O:26][C:27]3[CH:32]=[CH:31][C:30]([NH:33][C:34]([C:36]4[C:37](=[O:49])[N:38]([C:42]5[CH:47]=[CH:46][C:45]([F:48])=[CH:44][CH:43]=5)[CH:39]=[CH:40][CH:41]=4)=[O:35])=[CH:29][C:28]=3[F:50])=[CH:21][CH:22]=[N:23]2)=[CH:18][C:17]=1[O:51][CH3:52])C1C=CC=CC=1.Br.CCOCC. (2) Given the product [Br:11][C:12]1[CH:13]=[C:14]([CH2:18][CH2:19][NH:20][S:7]([C:1]2[CH:6]=[CH:5][CH:4]=[CH:3][CH:2]=2)(=[O:9])=[O:8])[CH:15]=[CH:16][CH:17]=1, predict the reactants needed to synthesize it. The reactants are: [C:1]1([S:7](Cl)(=[O:9])=[O:8])[CH:6]=[CH:5][CH:4]=[CH:3][CH:2]=1.[Br:11][C:12]1[CH:13]=[C:14]([CH2:18][CH2:19][NH2:20])[CH:15]=[CH:16][CH:17]=1.C(N(CC)C(C)C)(C)C. (3) Given the product [C:8]1([C:7]2[C:2]([C:22]3[CH:23]=[CH:24][C:19]([CH:17]=[O:18])=[CH:20][CH:21]=3)=[N:3][C:4]3[N:5]([CH:14]=[CH:15][N:16]=3)[CH:6]=2)[CH:13]=[CH:12][CH:11]=[CH:10][CH:9]=1, predict the reactants needed to synthesize it. The reactants are: Cl[C:2]1[C:7]([C:8]2[CH:13]=[CH:12][CH:11]=[CH:10][CH:9]=2)=[CH:6][N:5]2[CH:14]=[CH:15][N:16]=[C:4]2[N:3]=1.[CH:17]([C:19]1[CH:24]=[CH:23][C:22](B(O)O)=[CH:21][CH:20]=1)=[O:18].C(=O)([O-])[O-].[Na+].[Na+]. (4) Given the product [Cl:1][C:2]1[C:8]([O:9][CH3:10])=[CH:7][C:5]([N:6]([S:15]([CH3:14])(=[O:17])=[O:16])[S:15]([CH3:14])(=[O:17])=[O:16])=[C:4]([CH:11]2[CH2:12][CH2:13]2)[CH:3]=1, predict the reactants needed to synthesize it. The reactants are: [Cl:1][C:2]1[C:8]([O:9][CH3:10])=[CH:7][C:5]([NH2:6])=[C:4]([CH:11]2[CH2:13][CH2:12]2)[CH:3]=1.[CH3:14][S:15](Cl)(=[O:17])=[O:16]. (5) Given the product [N:10]12[CH:21]3[N:7]([CH2:6][CH2:5][N:4]4[CH:19]3[N:1]([CH2:12][CH2:11]1)[CH2:2][CH2:3]4)[CH2:8][CH2:9]2, predict the reactants needed to synthesize it. The reactants are: [NH2:1][CH2:2][CH2:3][NH:4][CH2:5][CH2:6][NH:7][CH2:8][CH2:9][NH:10][CH2:11][CH3:12].C(=O)([O-])[O-].[K+].[K+].[CH:19]([CH:21]=O)=O. (6) Given the product [CH3:17][O:18][C:19]1[C:20]([N+:26]([O-:28])=[O:27])=[C:21]([CH2:25][C:8](=[O:10])[C:7]([O:14][CH2:15][CH3:16])=[O:13])[CH:22]=[CH:23][CH:24]=1, predict the reactants needed to synthesize it. The reactants are: CC(C)([O-])C.[K+].[C:7]([O:14][CH2:15][CH3:16])(=[O:13])[C:8]([O:10]CC)=O.[CH3:17][O:18][C:19]1[C:20]([N+:26]([O-:28])=[O:27])=[C:21]([CH3:25])[CH:22]=[CH:23][CH:24]=1. (7) Given the product [I:1][C:12]1[C:11]2[C:15](=[CH:16][C:8]([N+:5]([O-:7])=[O:6])=[CH:9][CH:10]=2)[NH:14][N:13]=1, predict the reactants needed to synthesize it. The reactants are: [I:1]I.[OH-].[K+].[N+:5]([C:8]1[CH:16]=[C:15]2[C:11]([CH:12]=[N:13][NH:14]2)=[CH:10][CH:9]=1)([O-:7])=[O:6].OS([O-])=O.[Na+]. (8) The reactants are: [CH:1]1([CH2:6][C:7](Cl)=[O:8])[CH2:5][CH2:4][CH2:3][CH2:2]1.[CH3:10][C:11]1[C:17]([OH:18])=[CH:16][CH:15]=[CH:14][C:12]=1[OH:13].[Cl-].[Cl-].[Cl-].[Al+3]. Given the product [CH:1]1([CH2:6][C:7]([C:16]2[CH:15]=[CH:14][C:12]([OH:13])=[C:11]([CH3:10])[C:17]=2[OH:18])=[O:8])[CH2:5][CH2:4][CH2:3][CH2:2]1, predict the reactants needed to synthesize it. (9) Given the product [C:1]([C:5]1[CH:6]=[CH:7][C:8]([O:9][CH2:10][C:11]([NH:17][CH2:18][C:19]2[CH:20]=[C:21]([F:31])[C:22]([NH:26][S:27]([CH3:30])(=[O:29])=[O:28])=[C:23]([F:25])[CH:24]=2)=[O:13])=[CH:14][CH:15]=1)([CH3:2])([CH3:3])[CH3:4], predict the reactants needed to synthesize it. The reactants are: [C:1]([C:5]1[CH:15]=[CH:14][C:8]([O:9][CH2:10][C:11]([OH:13])=O)=[CH:7][CH:6]=1)([CH3:4])([CH3:3])[CH3:2].Cl.[NH2:17][CH2:18][C:19]1[CH:24]=[C:23]([F:25])[C:22]([NH:26][S:27]([CH3:30])(=[O:29])=[O:28])=[C:21]([F:31])[CH:20]=1.Cl.C(N=C=NCCCN(C)C)C.C(N(CC)CC)C. (10) Given the product [S:49]1[CH:53]=[CH:52][CH:51]=[C:50]1[C:54]([NH:1][CH2:2][C@@H:3]([C:27]([OH:29])=[O:28])[NH:4][C:5](=[O:26])[C:6]1[CH:11]=[CH:10][C:9]([C:12]([NH:14][CH2:15][C:16]2[CH:24]=[CH:23][CH:22]=[C:21]3[C:17]=2[CH2:18][CH2:19][NH:20]3)=[O:13])=[CH:8][C:7]=1[Cl:25])=[O:55], predict the reactants needed to synthesize it. The reactants are: [NH2:1][CH2:2][C@@H:3]([C:27]([OH:29])=[O:28])[NH:4][C:5](=[O:26])[C:6]1[CH:11]=[CH:10][C:9]([C:12]([NH:14][CH2:15][C:16]2[CH:24]=[CH:23][CH:22]=[C:21]3[C:17]=2[CH:18]=[CH:19][NH:20]3)=[O:13])=[CH:8][C:7]=1[Cl:25].C1C=NC2N(O)N=NC=2C=1.C(N=C=NC(C)C)(C)C.[S:49]1[CH:53]=[CH:52][CH:51]=[C:50]1[C:54](O)=[O:55].